This data is from HIV replication inhibition screening data with 41,000+ compounds from the AIDS Antiviral Screen. The task is: Binary Classification. Given a drug SMILES string, predict its activity (active/inactive) in a high-throughput screening assay against a specified biological target. (1) The molecule is CCOC(=O)Nn1cnnc1C. The result is 0 (inactive). (2) The molecule is O=C(CCc1nnc2sc(=Cc3ccc(Cl)cc3Cl)c(=O)n12)Nc1cc(Cl)c(Cl)cc1Cl. The result is 0 (inactive).